Dataset: Reaction yield outcomes from USPTO patents with 853,638 reactions. Task: Predict the reaction yield, written as a fraction of the theoretical maximum amount of product (1.0 means a 100% yield; for example, 0.34 means a 34% yield). The reactants are [NH:1]1[C:9]2[C:4](=[CH:5][CH:6]=[CH:7][CH:8]=2)[C:3]2([C:13]3=[CH:14][C:15]4[O:19][CH2:18][O:17][C:16]=4[CH:20]=[C:12]3[O:11][CH2:10]2)[C:2]1=[O:21].[CH3:22][N:23]1[CH2:28][CH2:27][NH:26][CH2:25][CH2:24]1.[CH2:29]=O. The catalyst is CO. The product is [CH3:22][N:23]1[CH2:28][CH2:27][N:26]([CH2:29][N:1]2[C:9]3[C:4](=[CH:5][CH:6]=[CH:7][CH:8]=3)[C:3]3([C:13]4=[CH:14][C:15]5[O:19][CH2:18][O:17][C:16]=5[CH:20]=[C:12]4[O:11][CH2:10]3)[C:2]2=[O:21])[CH2:25][CH2:24]1. The yield is 0.810.